From a dataset of Forward reaction prediction with 1.9M reactions from USPTO patents (1976-2016). Predict the product of the given reaction. (1) Given the reactants COP([CH:7]([N:13]([CH2:19][CH:20](OC)OC)C(OCC)=O)[C:8]1[S:9][CH:10]=[CH:11][CH:12]=1)(=O)OC.[NH4+].[OH-], predict the reaction product. The product is: [S:9]1[C:8]2=[CH:7][N:13]=[CH:19][CH:20]=[C:12]2[CH:11]=[CH:10]1. (2) Given the reactants [C:1]([O:5][C:6]([N:8]1[CH2:13][CH2:12][CH:11]([O:14][C:15]2[CH:20]=[C:19]([NH2:21])[CH:18]=[CH:17][N:16]=2)[CH2:10][CH2:9]1)=[O:7])([CH3:4])([CH3:3])[CH3:2].ClC(Cl)(Cl)C[O:25][C:26](=O)[NH:27][C:28]1[N:29]([C:37]2[CH:42]=[CH:41][C:40]([CH3:43])=[CH:39][CH:38]=2)[N:30]=[C:31]([C:33]([CH3:36])([CH3:35])[CH3:34])[CH:32]=1.C(N(C(C)C)CC)(C)C, predict the reaction product. The product is: [C:1]([O:5][C:6]([N:8]1[CH2:13][CH2:12][CH:11]([O:14][C:15]2[CH:20]=[C:19]([NH:21][C:26]([NH:27][C:28]3[N:29]([C:37]4[CH:42]=[CH:41][C:40]([CH3:43])=[CH:39][CH:38]=4)[N:30]=[C:31]([C:33]([CH3:36])([CH3:35])[CH3:34])[CH:32]=3)=[O:25])[CH:18]=[CH:17][N:16]=2)[CH2:10][CH2:9]1)=[O:7])([CH3:4])([CH3:2])[CH3:3]. (3) Given the reactants Br[C:2]1[C:7]([N:8]([CH2:16][CH2:17][CH2:18][CH:19]=[CH2:20])[C:9](=[O:15])[O:10][C:11]([CH3:14])([CH3:13])[CH3:12])=[CH:6][CH:5]=[CH:4][N:3]=1.C1C=CC(P(C2C=CC=CC=2)C2C=CC=CC=2)=CC=1.CC([O-])=O.[K+], predict the reaction product. The product is: [CH2:20]=[C:19]1[CH2:18][CH2:17][CH2:16][N:8]([C:9]([O:10][C:11]([CH3:14])([CH3:13])[CH3:12])=[O:15])[C:7]2[CH:6]=[CH:5][CH:4]=[N:3][C:2]1=2. (4) Given the reactants [Cl:1][C:2]1[CH:3]=[N:4][N:5]([C@H:7]([CH3:12])[C:8]([O:10]C)=[O:9])[CH:6]=1.Cl, predict the reaction product. The product is: [Cl:1][C:2]1[CH:3]=[N:4][N:5]([C@H:7]([CH3:12])[C:8]([OH:10])=[O:9])[CH:6]=1. (5) Given the reactants [Cl:1][C:2]1[CH:3]=[C:4]([CH2:15]O)[CH:5]=[CH:6][C:7]=1[O:8][C@@H:9]([CH3:14])[C:10]([F:13])([F:12])[F:11].O=S(Cl)[Cl:19].O, predict the reaction product. The product is: [Cl:1][C:2]1[CH:3]=[C:4]([CH2:15][Cl:19])[CH:5]=[CH:6][C:7]=1[O:8][C@@H:9]([CH3:14])[C:10]([F:13])([F:12])[F:11]. (6) Given the reactants [CH3:1][O:2][C:3]1[CH:4]=[C:5]2[C:10](=[CH:11][C:12]=1[O:13][CH3:14])[CH2:9][NH:8][CH2:7][CH2:6]2.[C:15]([C:19]1[CH:33]=[CH:32][C:22]([O:23][C:24]2[CH:25]=[C:26]([CH:29]=[CH:30][CH:31]=2)[CH:27]=O)=[CH:21][CH:20]=1)([CH3:18])([CH3:17])[CH3:16].[BH-](OC(C)=O)(OC(C)=O)OC(C)=O.[Na+].[OH-].[Na+], predict the reaction product. The product is: [C:15]([C:19]1[CH:33]=[CH:32][C:22]([O:23][C:24]2[CH:25]=[C:26]([CH:29]=[CH:30][CH:31]=2)[CH2:27][N:8]2[CH2:7][CH2:6][C:5]3[C:10](=[CH:11][C:12]([O:13][CH3:14])=[C:3]([O:2][CH3:1])[CH:4]=3)[CH2:9]2)=[CH:21][CH:20]=1)([CH3:18])([CH3:16])[CH3:17].